Dataset: Full USPTO retrosynthesis dataset with 1.9M reactions from patents (1976-2016). Task: Predict the reactants needed to synthesize the given product. (1) Given the product [Br:1][C:2]1[CH:3]=[CH:4][C:5]([C:8]2[CH2:18][CH:17]([CH2:16][CH:15]([O:19][CH2:20][CH3:21])[O:14][CH2:12][CH3:13])[O:10][N:9]=2)=[N:6][CH:7]=1, predict the reactants needed to synthesize it. The reactants are: [Br:1][C:2]1[CH:3]=[CH:4][C:5]([C:8](Cl)=[N:9][OH:10])=[N:6][CH:7]=1.[CH2:12]([O:14][CH:15]([O:19][CH2:20][CH3:21])[CH2:16][CH:17]=[CH2:18])[CH3:13].Cl[O-].[Na+]. (2) Given the product [OH:4][CH2:5][C:6]([C@@H:7]1[C@:23]2([CH3:24])[CH:10]([CH:11]3[C:20](=[CH:21][CH2:22]2)[C@:19]2([CH3:25])[C:14](=[CH:15][C:16](=[O:26])[CH:17]=[CH:18]2)[CH2:13][CH2:12]3)[CH2:9][C@H:8]1[CH3:27])=[O:28], predict the reactants needed to synthesize it. The reactants are: C([O:4][CH2:5][C:6](=[O:28])[C@@H:7]1[C@:23]2([CH3:24])[CH:10]([CH:11]3[C:20](=[CH:21][CH2:22]2)[C@:19]2([CH3:25])[C:14](=[CH:15][C:16](=[O:26])[CH2:17][CH2:18]2)[CH2:13][CH2:12]3)[CH2:9][C@H:8]1[CH3:27])(=O)C.C(=O)([O-])[O-].[K+].[K+].Cl. (3) Given the product [Cl:23][C:1]([O:2][O:3][CH:4]([O:8][C:9]([CH:11]1[CH2:15][CH2:14][CH2:13][CH2:12]1)=[O:10])[CH2:5][CH2:6][CH3:7])=[O:19], predict the reactants needed to synthesize it. The reactants are: [C:1](=[O:19])(SCC)[O:2][O:3][CH:4]([O:8][C:9]([CH:11]1[CH2:15][CH2:14][CH2:13][CH2:12]1)=[O:10])[CH2:5][CH2:6][CH3:7].S(Cl)([Cl:23])(=O)=O. (4) Given the product [C:19]1([C:17]#[C:18][C:2]2[CH:3]=[CH:4][C:5]([N:8]3[C:12](=[O:13])[CH2:11][C@H:10]4[CH2:14][CH2:15][CH2:16][C@@H:9]34)=[N:6][CH:7]=2)[CH:24]=[CH:23][CH:22]=[CH:21][CH:20]=1, predict the reactants needed to synthesize it. The reactants are: I[C:2]1[CH:3]=[CH:4][C:5]([N:8]2[C:12](=[O:13])[CH2:11][C@H:10]3[CH2:14][CH2:15][CH2:16][C@@H:9]23)=[N:6][CH:7]=1.[C:17]([C:19]1[CH:24]=[CH:23][CH:22]=[CH:21][CH:20]=1)#[CH:18].C(N(CC)CC)C. (5) Given the product [Cl:17][C:18]1[CH:19]=[C:20]([CH:24]=[C:25]([C:27]([F:30])([F:29])[F:28])[CH:26]=1)[C:21]([N:13]([CH2:12][C@H:8]([C:5]1[CH:6]=[CH:7][C:2]([F:1])=[CH:3][CH:4]=1)[CH2:9][CH2:10][OH:11])[CH3:14])=[O:22], predict the reactants needed to synthesize it. The reactants are: [F:1][C:2]1[CH:7]=[CH:6][C:5]([C@@H:8]([CH2:12][NH:13][CH3:14])[CH2:9][CH2:10][OH:11])=[CH:4][CH:3]=1.[OH-].[Na+].[Cl:17][C:18]1[CH:19]=[C:20]([CH:24]=[C:25]([C:27]([F:30])([F:29])[F:28])[CH:26]=1)[C:21](Cl)=[O:22]. (6) The reactants are: Cl[C:2]1[C:3]([CH:5]=[C:6]([NH:10][C:11]2[C:20]3[C:15](=[CH:16][C:17]([O:23][CH2:24][CH2:25][O:26][CH3:27])=[C:18]([O:21][CH3:22])[CH:19]=3)[N:14]=[CH:13][N:12]=2)[C:7](=[O:9])[CH:8]=1)=[O:4].Cl.[N:29]1[CH:34]=CC=C[CH:30]=1.CNC. Given the product [CH3:30][N:29]([CH3:34])[C:2]1[C:3]([CH:5]=[C:6]([NH:10][C:11]2[C:20]3[C:15](=[CH:16][C:17]([O:23][CH2:24][CH2:25][O:26][CH3:27])=[C:18]([O:21][CH3:22])[CH:19]=3)[N:14]=[CH:13][N:12]=2)[C:7](=[O:9])[CH:8]=1)=[O:4], predict the reactants needed to synthesize it. (7) Given the product [O:11]1[CH2:12][CH2:13][N:8]([C:5]2[N:6]=[CH:7][C:2]([N:17]3[CH2:22][CH2:21][O:20][CH2:19][CH2:18]3)=[CH:3][C:4]=2[N+:14]([O-:16])=[O:15])[CH2:9][CH2:10]1, predict the reactants needed to synthesize it. The reactants are: Cl[C:2]1[CH:3]=[C:4]([N+:14]([O-:16])=[O:15])[C:5]([N:8]2[CH2:13][CH2:12][O:11][CH2:10][CH2:9]2)=[N:6][CH:7]=1.[NH:17]1[CH2:22][CH2:21][O:20][CH2:19][CH2:18]1.C1(P(C2CCCCC2)C2(C(C)C)CC(C(C)C)=CC(C(C)C)=C2C2C=CC=CC=2)CCCCC1.CC(C)([O-])C.[Na+]. (8) Given the product [F:16][C:15]1[CH:14]=[C:13]([C:17]([OH:20])([CH3:18])[CH3:19])[CH:12]=[C:11]([F:21])[C:10]=1[C:4]1[S:3][C:2]([NH:1][C:23]2[CH:24]=[CH:25][C:26]([NH:29][S:30]([CH3:33])(=[O:31])=[O:32])=[CH:27][CH:28]=2)=[C:6]([C:7]([NH2:9])=[O:8])[CH:5]=1, predict the reactants needed to synthesize it. The reactants are: [NH2:1][C:2]1[S:3][C:4]([C:10]2[C:15]([F:16])=[CH:14][C:13]([C:17]([OH:20])([CH3:19])[CH3:18])=[CH:12][C:11]=2[F:21])=[CH:5][C:6]=1[C:7]([NH2:9])=[O:8].Br[C:23]1[CH:28]=[CH:27][C:26]([N:29](S(C)(=O)=O)[S:30]([CH3:33])(=[O:32])=[O:31])=[CH:25][CH:24]=1. (9) Given the product [NH2:26][C:13]1[N:14]([CH3:17])[C:15](=[O:16])[C:11]2([C:4]3[C:5](=[CH:6][CH:7]=[C:2]([Br:1])[CH:3]=3)[O:8][CH:9]([CH:20]3[CH2:25][CH2:24][CH2:23][CH2:22][CH2:21]3)[CH2:10]2)[N:12]=1, predict the reactants needed to synthesize it. The reactants are: [Br:1][C:2]1[CH:3]=[C:4]2[C:11]3([C:15](=[O:16])[N:14]([CH3:17])[C:13](SC)=[N:12]3)[CH2:10][CH:9]([CH:20]3[CH2:25][CH2:24][CH2:23][CH2:22][CH2:21]3)[O:8][C:5]2=[CH:6][CH:7]=1.[NH4+:26].[I-].